From a dataset of Full USPTO retrosynthesis dataset with 1.9M reactions from patents (1976-2016). Predict the reactants needed to synthesize the given product. (1) Given the product [NH2:31][C@@H:3]1[C:2](=[O:1])[N:10]2[C@H:5]([CH2:6][CH2:7][C@@H:8]([NH:11][C:12]3[C:13]4[CH:20]=[CH:19][N:18]([S:21]([C:24]5[CH:25]=[CH:26][C:27]([CH3:28])=[CH:29][CH:30]=5)(=[O:23])=[O:22])[C:14]=4[N:15]=[CH:16][N:17]=3)[CH2:9]2)[CH2:4]1, predict the reactants needed to synthesize it. The reactants are: [O:1]=[C:2]1[N:10]2[C@H:5]([CH2:6][CH2:7][C@@H:8]([NH:11][C:12]3[C:13]4[CH:20]=[CH:19][N:18]([S:21]([C:24]5[CH:30]=[CH:29][C:27]([CH3:28])=[CH:26][CH:25]=5)(=[O:23])=[O:22])[C:14]=4[N:15]=[CH:16][N:17]=3)[CH2:9]2)[CH2:4][C@@H:3]1[NH:31]C(=O)OC(C)(C)C.Cl. (2) The reactants are: [CH3:1][O:2][C:3]1[CH:8]=[CH:7][CH:6]=[CH:5][C:4]=1[C:9]1[NH:10][C:11](=O)[C:12]2[C:17]([CH3:18])=[CH:16][S:15][C:13]=2[N:14]=1.O=P(Cl)(Cl)[Cl:22].CN(C)C1C=CC=CC=1.C([O-])(O)=O.[Na+]. Given the product [Cl:22][C:11]1[C:12]2[C:17]([CH3:18])=[CH:16][S:15][C:13]=2[N:14]=[C:9]([C:4]2[CH:5]=[CH:6][CH:7]=[CH:8][C:3]=2[O:2][CH3:1])[N:10]=1, predict the reactants needed to synthesize it. (3) Given the product [CH3:13][C:12]1[C:11]([OH:16])=[CH:8][C:7]2[C:2](=[N:3][CH:4]=[CH:5][CH:6]=2)[N:1]=1, predict the reactants needed to synthesize it. The reactants are: [NH2:1][C:2]1[C:7]([CH:8]=O)=[CH:6][CH:5]=[CH:4][N:3]=1.Cl[CH2:11][C:12](=O)[CH3:13].Cl.[OH-:16].[Na+]. (4) The reactants are: Cl[C:2]1[CH:7]=[CH:6][N:5]=[C:4]2[CH:8]=[C:9]([C:11]3[N:12]([CH3:16])[CH:13]=[CH:14][N:15]=3)[S:10][C:3]=12.C[O:18][C:19](=[O:29])[CH2:20][C:21]1[CH:26]=[CH:25][C:24]([OH:27])=[CH:23][C:22]=1[Cl:28]. Given the product [Cl:28][C:22]1[CH:23]=[C:24]([O:27][C:2]2[CH:7]=[CH:6][N:5]=[C:4]3[CH:8]=[C:9]([C:11]4[N:12]([CH3:16])[CH:13]=[CH:14][N:15]=4)[S:10][C:3]=23)[CH:25]=[CH:26][C:21]=1[CH2:20][C:19]([OH:29])=[O:18], predict the reactants needed to synthesize it. (5) Given the product [CH3:2][N:3]([CH3:14])[CH2:4][C:7]1[C:8]2=[N:9][CH:10]=[CH:11][CH:12]=[C:13]2[NH:5][CH:6]=1, predict the reactants needed to synthesize it. The reactants are: Cl.[CH3:2][NH:3][CH3:4].[NH:5]1[C:13]2[C:8](=[N:9][CH:10]=[CH:11][CH:12]=2)[CH:7]=[CH:6]1.[CH:14](O)(C)C. (6) Given the product [CH2:1]([N:3]1[CH2:8][C@H:7]([CH3:9])[N:6]2[C:10]([C:20]([C:21]([O:23][CH3:24])=[O:22])=[CH2:29])=[C:11]([C:15]([O:17][CH2:18][CH3:19])=[O:16])[C:12]([O:13][CH3:14])=[C:5]2[C:4]1=[O:26])[CH3:2], predict the reactants needed to synthesize it. The reactants are: [CH2:1]([N:3]1[CH2:8][C@H:7]([CH3:9])[N:6]2[C:10]([C:20](=O)[C:21]([O:23][CH3:24])=[O:22])=[C:11]([C:15]([O:17][CH2:18][CH3:19])=[O:16])[C:12]([O:13][CH3:14])=[C:5]2[C:4]1=[O:26])[CH3:2].[OH-].[Na+].[CH2:29]1COCC1.